From a dataset of Forward reaction prediction with 1.9M reactions from USPTO patents (1976-2016). Predict the product of the given reaction. (1) Given the reactants [Si:1]([O:8][C@@H:9]([CH3:15])[C:10]([O:12]CC)=[O:11])([C:4]([CH3:7])([CH3:6])[CH3:5])([CH3:3])[CH3:2].[Li+].[OH-], predict the reaction product. The product is: [Si:1]([O:8][C@@H:9]([CH3:15])[C:10]([OH:12])=[O:11])([C:4]([CH3:7])([CH3:6])[CH3:5])([CH3:3])[CH3:2]. (2) Given the reactants [F:1][C:2]1[CH:7]=[CH:6][C:5]([C:8]2[C:16]([C:17](=[O:19])[CH3:18])=[C:11]3[CH:12]=[CH:13][CH:14]=[CH:15][N:10]3[N:9]=2)=[CH:4][CH:3]=1.CO[CH:22](OC)[N:23]([CH3:25])[CH3:24], predict the reaction product. The product is: [F:1][C:2]1[CH:7]=[CH:6][C:5]([C:8]2[C:16]([C:17](=[O:19])[CH:18]=[CH:22][N:23]([CH3:25])[CH3:24])=[C:11]3[CH:12]=[CH:13][CH:14]=[CH:15][N:10]3[N:9]=2)=[CH:4][CH:3]=1. (3) Given the reactants [CH3:1][C:2]([C:6]1[CH:10]=[C:9]([C:11]2[CH:16]=[CH:15][CH:14]=[CH:13][CH:12]=2)[NH:8][N:7]=1)([CH3:5])[CH2:3][NH2:4].[F:17][C:18]([F:34])([F:33])[C:19]1[O:23][N:22]=[C:21]([C:24]2[CH:25]=[C:26]([CH:30]=[CH:31][CH:32]=2)[C:27](O)=[O:28])[N:20]=1, predict the reaction product. The product is: [CH3:5][C:2]([C:6]1[NH:7][N:8]=[C:9]([C:11]2[CH:16]=[CH:15][CH:14]=[CH:13][CH:12]=2)[CH:10]=1)([CH3:1])[CH2:3][NH:4][C:27](=[O:28])[C:26]1[CH:30]=[CH:31][CH:32]=[C:24]([C:21]2[N:20]=[C:19]([C:18]([F:34])([F:33])[F:17])[O:23][N:22]=2)[CH:25]=1. (4) Given the reactants [CH3:1][O:2][C:3]1[C:12]([O:13][CH3:14])=[CH:11][C:10]2[C:5](=[CH:6][CH:7]=[CH:8][CH:9]=2)[CH:4]=1.[C:15](Cl)(=[O:19])[CH:16]([CH3:18])[CH3:17].[Cl-].[Al+3].[Cl-].[Cl-], predict the reaction product. The product is: [CH3:14][O:13][C:12]1[CH:11]=[C:10]2[C:5](=[CH:4][C:3]=1[O:2][CH3:1])[CH:6]=[C:7]([C:15](=[O:19])[CH:16]([CH3:18])[CH3:17])[CH:8]=[CH:9]2.